This data is from Reaction yield outcomes from USPTO patents with 853,638 reactions. The task is: Predict the reaction yield, written as a fraction of the theoretical maximum amount of product (1.0 means a 100% yield; for example, 0.34 means a 34% yield). (1) The reactants are [Br:1][C:2]1[CH:10]=[CH:9][C:5]([C:6]([OH:8])=O)=[CH:4][C:3]=1[F:11].C(N1C=CN=C1)(N1C=CN=C1)=O.[NH:24]1[CH2:28][CH2:27][CH2:26][CH2:25]1. The catalyst is ClCCl. The product is [Br:1][C:2]1[CH:10]=[CH:9][C:5]([C:6]([N:24]2[CH2:28][CH2:27][CH2:26][CH2:25]2)=[O:8])=[CH:4][C:3]=1[F:11]. The yield is 0.860. (2) The reactants are [CH2:1]([O:8][N:9]1[C:15](=[O:16])[N:14]2[CH2:17][C@H:10]1[CH2:11][CH2:12][C@H:13]2[C:18]([OH:20])=O)[C:2]1[CH:7]=[CH:6][CH:5]=[CH:4][CH:3]=1.[NH2:21][O:22][CH:23]1[CH2:28][CH2:27][O:26][CH2:25][CH2:24]1.ON1C2C=CC=CC=2N=N1.Cl.C(N=C=NCCCN(C)C)C. The product is [CH2:1]([O:8][N:9]1[C:15](=[O:16])[N:14]2[CH2:17][C@H:10]1[CH2:11][CH2:12][C@H:13]2[C:18]([NH:21][O:22][CH:23]1[CH2:28][CH2:27][O:26][CH2:25][CH2:24]1)=[O:20])[C:2]1[CH:3]=[CH:4][CH:5]=[CH:6][CH:7]=1. The catalyst is C(Cl)Cl. The yield is 0.930.